From a dataset of Reaction yield outcomes from USPTO patents with 853,638 reactions. Predict the reaction yield, written as a fraction of the theoretical maximum amount of product (1.0 means a 100% yield; for example, 0.34 means a 34% yield). (1) The reactants are [Br:1][C:2]1[CH:7]=[CH:6][C:5]([CH2:8][C:9](O)=[O:10])=[C:4]([N+:12]([O-])=O)[CH:3]=1.S(=O)(=O)(O)O. The catalyst is C(O)C.[Zn]. The product is [Br:1][C:2]1[CH:3]=[C:4]2[C:5]([CH2:8][C:9](=[O:10])[NH:12]2)=[CH:6][CH:7]=1. The yield is 0.900. (2) The product is [N:13]1[CH:18]=[CH:17][CH:16]=[C:15]([CH:19]=[C:3]2[C:4](=[O:10])[CH:5]3[CH2:8][CH2:9][N:2]2[CH2:7][CH2:6]3)[CH:14]=1. The reactants are Cl.[N:2]12[CH2:9][CH2:8][CH:5]([CH2:6][CH2:7]1)[C:4](=[O:10])[CH2:3]2.[OH-].[K+].[N:13]1[CH:18]=[CH:17][CH:16]=[C:15]([CH:19]=O)[CH:14]=1. The yield is 0.893. The catalyst is CO. (3) The reactants are [C:1]([Si:5]([CH3:14])([CH3:13])[O:6][CH:7]1[CH2:11][CH2:10][CH:9]([OH:12])[CH2:8]1)([CH3:4])([CH3:3])[CH3:2].F[C:16]1[C:21]([I:22])=[CH:20][CH:19]=[CH:18][N:17]=1. No catalyst specified. The product is [C:1]([Si:5]([CH3:14])([CH3:13])[O:6][CH:7]1[CH2:11][CH2:10][CH:9]([O:12][C:16]2[C:21]([I:22])=[CH:20][CH:19]=[CH:18][N:17]=2)[CH2:8]1)([CH3:4])([CH3:3])[CH3:2]. The yield is 0.690. (4) The reactants are [Cl:1][C:2]1[C:3]([O:30][C@H:31]2[CH2:37][CH2:36][CH2:35][CH2:34][CH2:33][C@@H:32]2[C:38]2[N:42]([CH3:43])[N:41]=[CH:40][CH:39]=2)=[CH:4][C:5]([F:29])=[C:6]([S:8]([N:11](CC2C=CC(OC)=CC=2OC)[C:12]2[CH:17]=[CH:16][N:15]=[CH:14][N:13]=2)(=[O:10])=[O:9])[CH:7]=1.C([SiH](CC)CC)C.FC(F)(F)C(O)=O. The catalyst is ClCCl. The product is [Cl:1][C:2]1[C:3]([O:30][C@H:31]2[CH2:37][CH2:36][CH2:35][CH2:34][CH2:33][C@@H:32]2[C:38]2[N:42]([CH3:43])[N:41]=[CH:40][CH:39]=2)=[CH:4][C:5]([F:29])=[C:6]([S:8]([NH:11][C:12]2[CH:17]=[CH:16][N:15]=[CH:14][N:13]=2)(=[O:10])=[O:9])[CH:7]=1. The yield is 0.880.